Dataset: Full USPTO retrosynthesis dataset with 1.9M reactions from patents (1976-2016). Task: Predict the reactants needed to synthesize the given product. (1) Given the product [Br:1][C:2]1[CH:3]=[C:4]([CH:7]=[CH:8][C:9]=1[O:19][C:13]1[CH:14]=[CH:15][C:16]([F:18])=[CH:17][C:12]=1[F:11])[CH:5]=[O:6], predict the reactants needed to synthesize it. The reactants are: [Br:1][C:2]1[CH:3]=[C:4]([CH:7]=[CH:8][C:9]=1F)[CH:5]=[O:6].[F:11][C:12]1[CH:17]=[C:16]([F:18])[CH:15]=[CH:14][C:13]=1[OH:19].C(=O)([O-])[O-].[Cs+].[Cs+]. (2) Given the product [Cl:8][C:6]1[N:5]=[C:4]([CH3:9])[N:3]=[C:2]([NH:19][CH2:18][C:15]2[CH:16]=[CH:17][C:12]([O:11][CH3:10])=[CH:13][CH:14]=2)[N:7]=1, predict the reactants needed to synthesize it. The reactants are: Cl[C:2]1[N:7]=[C:6]([Cl:8])[N:5]=[C:4]([CH3:9])[N:3]=1.[CH3:10][O:11][C:12]1[CH:17]=[CH:16][C:15]([CH2:18][NH2:19])=[CH:14][CH:13]=1.C(N(C(C)C)C(C)C)C.CCOC(C)=O.